This data is from Forward reaction prediction with 1.9M reactions from USPTO patents (1976-2016). The task is: Predict the product of the given reaction. (1) Given the reactants FC(F)(F)S(O[C:7]1[C:8]2[CH:39]=[C:38]([CH2:40][CH3:41])[S:37][C:9]=2[N:10]([CH2:22][C:23]2[CH:28]=[CH:27][C:26]([C:29]3[CH:34]=[CH:33][CH:32]=[CH:31][C:30]=3[C:35]#[N:36])=[CH:25][CH:24]=2)C(=O)[C:12]=1CCC1C=CC=CC=1)(=O)=O.[CH3:65][C:60]1[CH:61]=[CH:62][CH:63]=[CH:64][C:59]=1P([C:59]1[CH:64]=[CH:63][CH:62]=[CH:61][C:60]=1[CH3:65])[C:59]1[CH:64]=[CH:63][CH:62]=[CH:61][C:60]=1[CH3:65].[CH2:66](N(CC)CC)C.C[Sn](C)(C)C.C([O:81][CH2:82][CH3:83])(=O)C, predict the reaction product. The product is: [CH2:40]([C:38]1[S:37][C:9]2[N:10]([CH2:22][C:23]3[CH:24]=[CH:25][C:26]([C:29]4[C:30]([C:35]#[N:36])=[CH:31][CH:32]=[CH:33][CH:34]=4)=[CH:27][CH:28]=3)[C:82](=[O:81])[C:83]([CH2:66][CH2:65][C:60]3[CH:59]=[CH:64][CH:63]=[CH:62][CH:61]=3)=[C:7]([CH3:12])[C:8]=2[CH:39]=1)[CH3:41]. (2) Given the reactants [O:1]([CH2:9][C:10]1([CH2:18][N:19]2[CH:23]=[CH:22][N:21]=[C:20]2[N+:24]([O-:26])=[O:25])[CH2:15][O:14][C:13]([CH3:17])([CH3:16])[O:12][CH2:11]1)[Si](C(C)(C)C)(C)C.[F-].C([N+](CCCC)(CCCC)CCCC)CCC, predict the reaction product. The product is: [CH3:16][C:13]1([CH3:17])[O:12][CH2:11][C:10]([CH2:9][OH:1])([CH2:18][N:19]2[CH:23]=[CH:22][N:21]=[C:20]2[N+:24]([O-:26])=[O:25])[CH2:15][O:14]1. (3) Given the reactants [C:1]([O:5][C:6](=[O:40])[C@@H:7]([NH:11][C:12]([C@H:14]1[C@H:18]([C:19]2[CH:24]=[CH:23][CH:22]=[C:21]([Cl:25])[CH:20]=2)[C@:17]([C:28]2[CH:33]=[CH:32][C:31]([Cl:34])=[CH:30][CH:29]=2)([C:26]#[N:27])[C@H:16]([CH2:35][C:36]([CH3:39])([CH3:38])[CH3:37])[NH:15]1)=[O:13])[CH:8]([CH3:10])[CH3:9])(C)(C)C.C(OC(=O)[C@@H](NC([C@@H]1[C@@H](C2C=CC=C(Cl)C=2)[C@@](C2C=CC(Cl)=CC=2)(C#N)[C@@H](CC(C)(C)C)N1)=O)C(C)C)(C)(C)C, predict the reaction product. The product is: [CH3:1][O:5][C:6](=[O:40])[C@@H:7]([NH:11][C:12]([C@H:14]1[C@H:18]([C:19]2[CH:24]=[CH:23][CH:22]=[C:21]([Cl:25])[CH:20]=2)[C@:17]([C:28]2[CH:29]=[CH:30][C:31]([Cl:34])=[CH:32][CH:33]=2)([C:26]#[N:27])[C@H:16]([CH2:35][C:36]([CH3:37])([CH3:39])[CH3:38])[NH:15]1)=[O:13])[CH:8]([CH3:10])[CH3:9]. (4) Given the reactants [CH2:1]([O:3][CH2:4][CH:5]([N:7](C(OC(C)(C)C)=O)C(OC(C)(C)C)=O)[CH3:6])[CH3:2].[C:22]([OH:28])([C:24]([F:27])([F:26])[F:25])=[O:23], predict the reaction product. The product is: [F:25][C:24]([F:27])([F:26])[C:22]([OH:28])=[O:23].[CH2:1]([O:3][CH2:4][CH:5]([NH2:7])[CH3:6])[CH3:2].[C:22]([OH:28])([C:24]([F:27])([F:26])[F:25])=[O:23].